This data is from Reaction yield outcomes from USPTO patents with 853,638 reactions. The task is: Predict the reaction yield, written as a fraction of the theoretical maximum amount of product (1.0 means a 100% yield; for example, 0.34 means a 34% yield). (1) The reactants are [C:1]([C:3]1[CH:4]=[C:5]([NH:9][C:10]([C:12]2[S:13][CH:14]=[CH:15][CH:16]=2)=[O:11])[CH:6]=[CH:7][CH:8]=1)#[CH:2].Br[C:18]1[CH:19]=[N:20][CH:21]=[C:22]([CH:35]=1)[C:23]([N:25]=[S@@:26]([CH3:34])(=[O:33])[C:27]1[CH:32]=[CH:31][CH:30]=[CH:29][CH:28]=1)=[O:24]. No catalyst specified. The product is [CH3:34][S@:26](=[O:33])([C:27]1[CH:32]=[CH:31][CH:30]=[CH:29][CH:28]=1)=[N:25][C:23](=[O:24])[C:22]1[CH:35]=[C:18]([C:2]#[C:1][C:3]2[CH:8]=[CH:7][CH:6]=[C:5]([NH:9][C:10]([C:12]3[S:13][CH:14]=[CH:15][CH:16]=3)=[O:11])[CH:4]=2)[CH:19]=[N:20][CH:21]=1. The yield is 0.310. (2) The reactants are [C:1]([CH:4]([CH2:16][CH2:17][C:18]1[CH:23]=[CH:22][C:21]([C:24]#[N:25])=[CH:20][CH:19]=1)[CH2:5][C:6]1[CH:15]=[CH:14][C:9]([C:10]([O:12][CH3:13])=[O:11])=[CH:8][CH:7]=1)(O)=[O:2].C(=O)(O)[O-].[Na+]. The catalyst is C1COCC1. The product is [C:24]([C:21]1[CH:20]=[CH:19][C:18]([CH2:17][CH2:16][CH:4]([CH2:1][OH:2])[CH2:5][C:6]2[CH:7]=[CH:8][C:9]([C:10]([O:12][CH3:13])=[O:11])=[CH:14][CH:15]=2)=[CH:23][CH:22]=1)#[N:25]. The yield is 0.550. (3) The reactants are Cl[C:2]1[CH:7]=[CH:6][N:5]=[CH:4][C:3]=1[N+:8]([O-:10])=[O:9].[I-:11].[Na+].C(=O)(O)[O-].[Na+]. The catalyst is C(#N)C. The product is [I:11][C:2]1[CH:7]=[CH:6][N:5]=[CH:4][C:3]=1[N+:8]([O-:10])=[O:9]. The yield is 0.870. (4) The reactants are [NH2:1][C:2]1[CH:7]=[CH:6][C:5]([CH2:8][CH2:9][OH:10])=[CH:4][C:3]=1[I:11].[C:12]([O:18][CH2:19][C:20]1[CH:25]=[CH:24][CH:23]=[CH:22][CH:21]=1)(=[O:17])[CH2:13][C:14]([CH3:16])=O. The catalyst is C1C=CC=CC=1.C1(C)C=CC(S(O)(=O)=O)=CC=1. The product is [CH2:19]([O:18][C:12](=[O:17])/[CH:13]=[C:14](/[NH:1][C:2]1[CH:7]=[CH:6][C:5]([CH2:8][CH2:9][OH:10])=[CH:4][C:3]=1[I:11])\[CH3:16])[C:20]1[CH:25]=[CH:24][CH:23]=[CH:22][CH:21]=1. The yield is 0.990.